Dataset: Peptide-MHC class I binding affinity with 185,985 pairs from IEDB/IMGT. Task: Regression. Given a peptide amino acid sequence and an MHC pseudo amino acid sequence, predict their binding affinity value. This is MHC class I binding data. (1) The peptide sequence is FQHQNGQFI. The MHC is H-2-Db with pseudo-sequence H-2-Db. The binding affinity (normalized) is 0.892. (2) The peptide sequence is YLSSWTPVV. The MHC is HLA-A02:19 with pseudo-sequence HLA-A02:19. The binding affinity (normalized) is 1.00. (3) The peptide sequence is VLPLGDCHRL. The MHC is Mamu-A01 with pseudo-sequence Mamu-A01. The binding affinity (normalized) is 0.317. (4) The peptide sequence is QIEYIHFL. The MHC is Mamu-B52 with pseudo-sequence Mamu-B52. The binding affinity (normalized) is 0.267.